This data is from Forward reaction prediction with 1.9M reactions from USPTO patents (1976-2016). The task is: Predict the product of the given reaction. (1) Given the reactants [NH2:1][C:2]1[C:7]([O:8][CH2:9][C:10]2[CH:17]=[CH:16][CH:15]=[CH:14][C:11]=2C#N)=[CH:6][C:5](Br)=[CH:4][N:3]=1.[C:19]([C:22]1[CH:27]=[CH:26][C:25](B(O)O)=[CH:24][CH:23]=1)([OH:21])=[O:20].C(=O)([O-])[O-].[K+].[K+].CN(C)C=O, predict the reaction product. The product is: [NH2:1][C:2]1[N:3]=[CH:4][C:5]([C:25]2[CH:26]=[CH:27][C:22]([C:19]([OH:21])=[O:20])=[CH:23][CH:24]=2)=[CH:6][C:7]=1[O:8][CH2:9][C:10]1[CH:11]=[CH:14][C:15]([C:10]([CH3:17])([CH3:11])[CH3:9])=[CH:16][CH:17]=1. (2) Given the reactants [F:1][C:2]1[CH:3]=[C:4]([NH:8][CH2:9][CH2:10][C:11]([O:13][CH2:14][CH3:15])=[O:12])[CH:5]=[CH:6][CH:7]=1.[Cl:16][C:17]1[CH:22]=[CH:21][C:20]([S:23](Cl)(=[O:25])=[O:24])=[CH:19][CH:18]=1, predict the reaction product. The product is: [Cl:16][C:17]1[CH:22]=[CH:21][C:20]([S:23]([N:8]([CH2:9][CH2:10][C:11]([O:13][CH2:14][CH3:15])=[O:12])[C:4]2[CH:5]=[CH:6][CH:7]=[C:2]([F:1])[CH:3]=2)(=[O:25])=[O:24])=[CH:19][CH:18]=1. (3) Given the reactants [O:1]=[C:2]1[CH2:7][CH2:6][CH2:5][CH2:4][N:3]1[C:8]([O:10][C:11]([CH3:14])([CH3:13])[CH3:12])=[O:9].[Li+].C[Si]([N-][Si](C)(C)C)(C)C.[F:25][C:26]1[CH:31]=[CH:30][C:29]([CH:32]=[C:33]([C:38](=[O:42])[CH:39]([CH3:41])[CH3:40])[C:34]([O:36][CH3:37])=[O:35])=[CH:28][CH:27]=1, predict the reaction product. The product is: [CH3:12][C:11]([CH3:14])([O:10][C:8]([N:3]1[CH2:4][CH2:5][CH2:6][CH:7]([CH:32]([C:29]2[CH:28]=[CH:27][C:26]([F:25])=[CH:31][CH:30]=2)[CH:33]([C:38](=[O:42])[CH:39]([CH3:41])[CH3:40])[C:34]([O:36][CH3:37])=[O:35])[C:2]1=[O:1])=[O:9])[CH3:13]. (4) Given the reactants N1(C(C2C(N)=CC=C(OC)N=2)CC)C2C=CC=CC=2N=N1.[C:22]1([C@H:28]([O:30][C:31](=[O:35])[NH:32]C=C)[CH3:29])[CH:27]=[CH:26][CH:25]=[CH:24][CH:23]=1, predict the reaction product. The product is: [C:22]1([C@H:28]([O:30][C:31](=[O:35])[NH2:32])[CH3:29])[CH:27]=[CH:26][CH:25]=[CH:24][CH:23]=1. (5) Given the reactants BrC1C=CC(Br)=CC=1.C[Si](C#C)(C)C.C[Si]([CH2:19][C:20]([C:22]1[CH:27]=[CH:26][C:25]([C:28](=O)[CH2:29][Si](C)(C)C)=[CH:24][CH:23]=1)=O)(C)C.[OH-].[K+].Cl, predict the reaction product. The product is: [C:20]([C:22]1[CH:27]=[CH:26][C:25]([C:28]#[CH:29])=[CH:24][CH:23]=1)#[CH:19]. (6) Given the reactants [F:1][C:2]1[CH:8]=[C:7]([CH3:9])[CH:6]=[CH:5][C:3]=1[NH2:4].C([Li])CCC.F[C:16]1[CH:21]=[CH:20][CH:19]=[CH:18][C:17]=1[N+:22]([O-])=O, predict the reaction product. The product is: [F:1][C:2]1[CH:8]=[C:7]([CH3:9])[CH:6]=[CH:5][C:3]=1[NH:4][C:16]1[C:17]([NH2:22])=[CH:18][CH:19]=[CH:20][CH:21]=1. (7) Given the reactants C(O[C:5]1[CH:6]=[C:7]([CH:18]=[C:19]([C:21](=[O:29])[NH:22][C:23]2[CH:27]=[CH:26][N:25]([CH3:28])[N:24]=2)[CH:20]=1)[O:8][C:9]1[CH:10]=CC(C(O)=O)=N[CH:14]=1)(C)C.CCN=C=NCCCN(C)C.ON1C2N=CC=CC=2N=N1.N(C(OC(C)(C)C)=O)N.FC(F)(F)C(O)=O, predict the reaction product. The product is: [CH:9]([O:8][C:7]1[CH:6]=[CH:5][CH:20]=[C:19]([CH:18]=1)[C:21]([NH:22][C:23]1[CH:27]=[CH:26][N:25]([CH3:28])[N:24]=1)=[O:29])([CH3:10])[CH3:14].